This data is from Reaction yield outcomes from USPTO patents with 853,638 reactions. The task is: Predict the reaction yield, written as a fraction of the theoretical maximum amount of product (1.0 means a 100% yield; for example, 0.34 means a 34% yield). (1) The reactants are Cl[S:2]([CH2:5][CH2:6][CH2:7][NH:8][C:9](=[O:11])[CH3:10])(=[O:4])=[O:3].[CH3:12][C:13]([CH3:26])([CH2:16][CH2:17][O:18][CH2:19][C:20]1[CH:25]=[CH:24][CH:23]=[CH:22][CH:21]=1)[CH2:14][OH:15].C(N(CC)CC)C. The catalyst is ClCCl.CN(C1C=CN=CC=1)C. The product is [C:9]([NH:8][CH2:7][CH2:6][CH2:5][S:2]([O:15][CH2:14][C:13]([CH3:26])([CH3:12])[CH2:16][CH2:17][O:18][CH2:19][C:20]1[CH:25]=[CH:24][CH:23]=[CH:22][CH:21]=1)(=[O:4])=[O:3])(=[O:11])[CH3:10]. The yield is 0.390. (2) The reactants are [NH2:1][C:2]1[C:11]2[C:6](=[C:7](I)[C:8]([F:12])=[CH:9][CH:10]=2)[N:5]=[N:4][C:3]=1[C:14]([NH:16][CH2:17][CH2:18][CH3:19])=[O:15].[CH3:20][C:21]1[CH:26]=[CH:25][C:24]([F:27])=[CH:23][C:22]=1B(O)O. No catalyst specified. The product is [NH2:1][C:2]1[C:11]2[C:6](=[C:7]([C:26]3[CH:25]=[C:24]([F:27])[CH:23]=[CH:22][C:21]=3[CH3:20])[C:8]([F:12])=[CH:9][CH:10]=2)[N:5]=[N:4][C:3]=1[C:14]([NH:16][CH2:17][CH2:18][CH3:19])=[O:15]. The yield is 0.580.